From a dataset of Reaction yield outcomes from USPTO patents with 853,638 reactions. Predict the reaction yield, written as a fraction of the theoretical maximum amount of product (1.0 means a 100% yield; for example, 0.34 means a 34% yield). (1) The reactants are [Na].[Cl:2][C:3]1[C:4](=[O:11])[N:5]([CH3:10])[N:6]=[CH:7][C:8]=1Cl.[Cl-].[NH4+].[CH3:14][OH:15]. No catalyst specified. The product is [Cl:2][C:3]1[C:4](=[O:11])[N:5]([CH3:10])[N:6]=[CH:7][C:8]=1[O:15][CH3:14]. The yield is 0.970. (2) The reactants are [CH2:1]([O:8][C:9]1[CH:14]=[CH:13][NH:12][C:11](=[O:15])[CH:10]=1)[C:2]1[CH:7]=[CH:6][CH:5]=[CH:4][CH:3]=1.Br[CH2:17][CH2:18][CH:19]([CH3:21])[CH3:20].N12CCCN=C1CCCCC2. The catalyst is CN(C)C=O. The product is [CH2:1]([O:8][C:9]1[CH:14]=[CH:13][N:12]([CH2:17][CH2:18][CH:19]([CH3:21])[CH3:20])[C:11](=[O:15])[CH:10]=1)[C:2]1[CH:3]=[CH:4][CH:5]=[CH:6][CH:7]=1. The yield is 0.420.